Dataset: Forward reaction prediction with 1.9M reactions from USPTO patents (1976-2016). Task: Predict the product of the given reaction. (1) The product is: [CH:3]1([C@H:9]([NH:14][C:15]([C:17]2[CH:22]=[C:21]([F:23])[C:20]([F:24])=[CH:19][C:18]=2[NH:25][C:26]([NH:28][C:29]2[C:34]([CH3:35])=[CH:33][C:32]([CH3:36])=[CH:31][C:30]=2[CH3:37])=[O:27])=[O:16])[C:10]([OH:12])=[O:11])[CH2:4][CH2:5][CH2:6][CH2:7][CH2:8]1. Given the reactants [OH-].[Li+].[CH:3]1([C@H:9]([NH:14][C:15]([C:17]2[CH:22]=[C:21]([F:23])[C:20]([F:24])=[CH:19][C:18]=2[NH:25][C:26]([NH:28][C:29]2[C:34]([CH3:35])=[CH:33][C:32]([CH3:36])=[CH:31][C:30]=2[CH3:37])=[O:27])=[O:16])[C:10]([O:12]C)=[O:11])[CH2:8][CH2:7][CH2:6][CH2:5][CH2:4]1.CO.O, predict the reaction product. (2) The product is: [NH2:12][C@H:10]([CH3:11])[CH2:9][C:5]1[CH:4]=[C:3]([CH2:2][OH:1])[CH:8]=[CH:7][CH:6]=1. Given the reactants [OH:1][CH2:2][C:3]1[CH:4]=[C:5]([CH2:9][C@H:10]([NH:12]C(=O)OC(C)(C)C)[CH3:11])[CH:6]=[CH:7][CH:8]=1.FC(F)(F)C(O)=O.C1(C)C=CC=CC=1, predict the reaction product. (3) Given the reactants [NH:1]1[CH2:7][CH2:6][CH2:5][NH:4][CH2:3][CH2:2]1.Cl[CH2:9][C:10]1[CH:15]=[CH:14][C:13]([O:16][CH2:17][C:18]2[CH:23]=[CH:22][CH:21]=[CH:20][CH:19]=2)=[CH:12][CH:11]=1.C(N(CC)CC)C.C(=O)(O)[O-].[Na+], predict the reaction product. The product is: [C:18]1([CH2:17][O:16][C:13]2[CH:12]=[CH:11][C:10]([CH2:9][N:1]3[CH2:7][CH2:6][CH2:5][NH:4][CH2:3][CH2:2]3)=[CH:15][CH:14]=2)[CH:19]=[CH:20][CH:21]=[CH:22][CH:23]=1.